From a dataset of Catalyst prediction with 721,799 reactions and 888 catalyst types from USPTO. Predict which catalyst facilitates the given reaction. (1) Reactant: [C:1]([O:5][C:6](=[O:12])[NH:7][CH2:8][CH2:9][CH2:10][NH2:11])([CH3:4])([CH3:3])[CH3:2].[CH2:13]([N:20]1[C:25](=[O:26])[C:24]2=[C:27]([Cl:30])[CH:28]=[CH:29][N:23]2[N:22]=[C:21]1[CH:31](Cl)[CH:32]1[CH2:34][CH2:33]1)[C:14]1[CH:19]=[CH:18][CH:17]=[CH:16][CH:15]=1. Product: [C:1]([O:5][C:6](=[O:12])[NH:7][CH2:8][CH2:9][CH2:10][NH:11][CH:31]([C:21]1[N:20]([CH2:13][C:14]2[CH:19]=[CH:18][CH:17]=[CH:16][CH:15]=2)[C:25](=[O:26])[C:24]2=[C:27]([Cl:30])[CH:28]=[CH:29][N:23]2[N:22]=1)[CH:32]1[CH2:33][CH2:34]1)([CH3:4])([CH3:2])[CH3:3]. The catalyst class is: 37. (2) Reactant: C([O:3][C:4]([C:6]1([CH2:20][C:21]2[CH:26]=[CH:25][CH:24]=[CH:23][CH:22]=2)[C:11](=O)[CH2:10][CH2:9][N:8](C(OC(C)(C)C)=O)[CH2:7]1)=O)C.[CH3:27][NH:28][NH2:29].C(O)(=O)C. Product: [CH2:20]([C:6]12[C:4](=[O:3])[N:28]([CH3:27])[N:29]=[C:11]1[CH2:10][CH2:9][NH:8][CH2:7]2)[C:21]1[CH:26]=[CH:25][CH:24]=[CH:23][CH:22]=1. The catalyst class is: 11. (3) Product: [CH3:15][C:14]1[N:13]=[C:12]([NH2:16])[CH:11]=[CH:10][C:9]=1[O:8][C:6]1[CH:5]=[CH:4][N:3]=[C:2]([C:21]2[CH:20]=[N:19][C:18]([CH3:17])=[CH:23][CH:22]=2)[CH:7]=1. Reactant: Cl[C:2]1[CH:7]=[C:6]([O:8][C:9]2[CH:10]=[CH:11][C:12]([NH2:16])=[N:13][C:14]=2[CH3:15])[CH:5]=[CH:4][N:3]=1.[CH3:17][C:18]1[CH:23]=[CH:22][C:21](B2OC(C)(C)C(C)(C)O2)=[CH:20][N:19]=1.C([O-])([O-])=O.[K+].[K+].O. The catalyst class is: 752. (4) Reactant: [O:1]=[C:2]1[C:11]2[C:6](=[CH:7][CH:8]=[CH:9][CH:10]=2)[C:5]([O:12][CH2:13][CH2:14][CH2:15][CH2:16][C:17]([OH:19])=[O:18])=[CH:4][C:3]1=[O:20].[CH3:21][N:22]([CH3:30])[C:23]1[CH:24]=[C:25](O)[CH:26]=[CH:27][CH:28]=1.C1CCC(N=C=NC2CCCCC2)CC1. Product: [O:1]=[C:2]1[C:11]2[C:6](=[CH:7][CH:8]=[CH:9][CH:10]=2)[C:5]([O:12][CH2:13][CH2:14][CH2:15][CH2:16][C:17]([O:19][C:27]2[CH:26]=[CH:25][CH:24]=[C:23]([N:22]([CH3:30])[CH3:21])[CH:28]=2)=[O:18])=[CH:4][C:3]1=[O:20]. The catalyst class is: 251. (5) Reactant: [F-:1].[K+].[N+:3]([C:6]1[CH:7]=[C:8]([CH:23]=[CH:24][C:25]=1[N+]([O-])=O)[C:9]([NH:11][CH2:12][C:13]([O:15][CH2:16][C:17]1[CH:22]=[CH:21][CH:20]=[CH:19][CH:18]=1)=[O:14])=[O:10])([O-:5])=[O:4].C1OCCOCCOCCOCCOCCOC1. Product: [F:1][C:25]1[CH:24]=[CH:23][C:8]([C:9]([NH:11][CH2:12][C:13]([O:15][CH2:16][C:17]2[CH:22]=[CH:21][CH:20]=[CH:19][CH:18]=2)=[O:14])=[O:10])=[CH:7][C:6]=1[N+:3]([O-:5])=[O:4]. The catalyst class is: 16. (6) Reactant: Br[CH2:2][C:3]1[CH:8]=[CH:7][C:6]([C:9]([CH3:15])([CH3:14])[C:10]([O:12][CH3:13])=[O:11])=[CH:5][CH:4]=1.[B:16]1([B:16]2[O:20][C:19]([CH3:22])([CH3:21])[C:18]([CH3:24])([CH3:23])[O:17]2)[O:20][C:19]([CH3:22])([CH3:21])[C:18]([CH3:24])([CH3:23])[O:17]1.[C:34]([O-])([O-])=O.[K+].[K+].O1CCOCC1. Product: [CH3:14][C:9]([C:6]1[CH:7]=[CH:8][C:3]([CH2:2][B:16]2[O:20][C:19]([CH3:22])([CH3:21])[C:18]([CH3:24])([CH3:23])[O:17]2)=[CH:4][CH:5]=1)([CH3:15])[C:10]([O:12][CH2:13][CH3:34])=[O:11]. The catalyst class is: 535. (7) Reactant: [CH3:1][N:2]([CH3:15])[CH:3]1[CH2:11][C:10]2[C:5](=[CH:6][CH:7]=[C:8]([N+:12]([O-])=O)[CH:9]=2)[CH2:4]1.[CH3:16][C:17](OC(C)=O)=[O:18]. Product: [CH3:1][N:2]([CH3:15])[CH:3]1[CH2:11][C:10]2[C:5](=[CH:6][CH:7]=[C:8]([NH:12][C:17](=[O:18])[CH3:16])[CH:9]=2)[CH2:4]1. The catalyst class is: 748. (8) Reactant: [NH:1]1[CH2:6][CH2:5][NH:4][CH2:3][CH2:2]1.[CH2:7]([O:9][C:10](=[O:18])[C:11]1[CH:16]=[CH:15][C:14](F)=[CH:13][CH:12]=1)[CH3:8].C(=O)([O-])[O-].[K+].[K+].O. Product: [N:1]1([C:14]2[CH:15]=[CH:16][C:11]([C:10]([O:9][CH2:7][CH3:8])=[O:18])=[CH:12][CH:13]=2)[CH2:6][CH2:5][NH:4][CH2:3][CH2:2]1. The catalyst class is: 16. (9) The catalyst class is: 41. Product: [Cl:1][C:2]1[N:7]=[C:6]([NH:9][C:10]2[CH:11]=[N:12][C:13]3[C:18]([CH:19]=2)=[CH:17][CH:16]=[CH:15][CH:14]=3)[CH:5]=[CH:4][N:3]=1. Reactant: [Cl:1][C:2]1[N:7]=[C:6](Cl)[CH:5]=[CH:4][N:3]=1.[NH2:9][C:10]1[CH:11]=[N:12][C:13]2[C:18]([CH:19]=1)=[CH:17][CH:16]=[CH:15][CH:14]=2.CCN(C(C)C)C(C)C.CCOC(C)=O.